This data is from Full USPTO retrosynthesis dataset with 1.9M reactions from patents (1976-2016). The task is: Predict the reactants needed to synthesize the given product. The reactants are: [I:1][C:2]1[C:10]2[N:9]=[CH:8][NH:7][C:6]=2[CH:5]=[CH:4][C:3]=1[CH3:11].[CH3:12][Si:13]([CH2:16][CH2:17][O:18][CH2:19]Cl)([CH3:15])[CH3:14].[H-].[Na+]. Given the product [I:1][C:2]1[C:10]2[N:9]=[CH:8][N:7]([CH2:19][O:18][CH2:17][CH2:16][Si:13]([CH3:15])([CH3:14])[CH3:12])[C:6]=2[CH:5]=[CH:4][C:3]=1[CH3:11], predict the reactants needed to synthesize it.